This data is from Reaction yield outcomes from USPTO patents with 853,638 reactions. The task is: Predict the reaction yield, written as a fraction of the theoretical maximum amount of product (1.0 means a 100% yield; for example, 0.34 means a 34% yield). (1) The reactants are [CH3:1][N:2]([CH3:33])[C:3]1[CH:32]=[CH:31][C:6]([C:7]([NH:9][C:10]2[CH:11]=[C:12]([CH2:16][CH2:17][CH2:18][CH:19]([CH2:23][CH2:24][C:25]3[CH:30]=[CH:29][CH:28]=[CH:27][CH:26]=3)[C:20]([OH:22])=[O:21])[CH:13]=[CH:14][CH:15]=2)=[O:8])=[CH:5][CH:4]=1.CCOCC.[ClH:39]. No catalyst specified. The product is [ClH:39].[CH3:33][N:2]([CH3:1])[C:3]1[CH:4]=[CH:5][C:6]([C:7]([NH:9][C:10]2[CH:11]=[C:12]([CH2:16][CH2:17][CH2:18][CH:19]([CH2:23][CH2:24][C:25]3[CH:26]=[CH:27][CH:28]=[CH:29][CH:30]=3)[C:20]([OH:22])=[O:21])[CH:13]=[CH:14][CH:15]=2)=[O:8])=[CH:31][CH:32]=1. The yield is 0.480. (2) The reactants are [O:1]1[C:5]2([CH2:10][CH2:9][CH:8]([CH2:11][CH2:12][N:13]3[CH2:18][CH2:17][N:16]([C:19]4[CH:20]=[C:21]([CH:28]=[CH:29][CH:30]=4)[C:22](N(OC)C)=[O:23])[CH2:15][CH2:14]3)[CH2:7][CH2:6]2)[O:4][CH2:3][CH2:2]1.[CH2:31]([Mg]Br)[CH3:32]. The catalyst is O1CCCC1.C(=O)([O-])O.[Na+]. The product is [O:4]1[C:5]2([CH2:10][CH2:9][CH:8]([CH2:11][CH2:12][N:13]3[CH2:14][CH2:15][N:16]([C:19]4[CH:20]=[C:21]([C:22](=[O:23])[CH2:31][CH3:32])[CH:28]=[CH:29][CH:30]=4)[CH2:17][CH2:18]3)[CH2:7][CH2:6]2)[O:1][CH2:2][CH2:3]1. The yield is 0.720. (3) The reactants are Br[C:2]1[C:14]2[C:13]3[C:8](=[CH:9][C:10]([C:15]([OH:18])([CH3:17])[CH3:16])=[CH:11][CH:12]=3)[NH:7][C:6]=2[C:5]([C:19]([NH2:21])=[O:20])=[CH:4][C:3]=1[F:22].[F:23][C:24]1[CH:25]=[CH:26][CH:27]=[C:28]2[C:33]=1[N:32]([CH3:34])[C:31](=[O:35])[N:30]([C:36]1[CH:41]=[CH:40][CH:39]=[C:38](B3OC(C)(C)C(C)(C)O3)[C:37]=1[CH3:51])[C:29]2=[O:52].C([O-])([O-])=O.[Cs+].[Cs+]. The catalyst is O1CCOCC1.O.CCOC(C)=O.C1C=CC(P(C2C=CC=CC=2)[C-]2C=CC=C2)=CC=1.C1C=CC(P(C2C=CC=CC=2)[C-]2C=CC=C2)=CC=1.Cl[Pd]Cl.[Fe+2].C(Cl)Cl. The product is [F:22][C:3]1[CH:4]=[C:5]([C:19]([NH2:21])=[O:20])[C:6]2[NH:7][C:8]3[C:13]([C:14]=2[C:2]=1[C:38]1[CH:39]=[CH:40][CH:41]=[C:36]([N:30]2[C:29](=[O:52])[C:28]4[C:33](=[C:24]([F:23])[CH:25]=[CH:26][CH:27]=4)[N:32]([CH3:34])[C:31]2=[O:35])[C:37]=1[CH3:51])=[CH:12][CH:11]=[C:10]([C:15]([OH:18])([CH3:17])[CH3:16])[CH:9]=3. The yield is 0.150. (4) The reactants are [NH2:1][C:2]1[CH:7]=[CH:6][CH:5]=[CH:4][C:3]=1[SH:8].[C:9]1([N:15]=[C:16]=[O:17])[CH:14]=[CH:13][CH:12]=[CH:11][CH:10]=1. No catalyst specified. The product is [C:9]1([NH:15][C:16]([NH:1][C:2]2[CH:7]=[CH:6][CH:5]=[CH:4][C:3]=2[SH:8])=[O:17])[CH:14]=[CH:13][CH:12]=[CH:11][CH:10]=1. The yield is 0.850. (5) The reactants are [CH2:1]([N:3]([CH2:18][CH3:19])[CH2:4][CH2:5][N:6]([CH2:8][C:9]1[CH:10]=[C:11]([CH:15]=[CH:16][CH:17]=1)[C:12]([OH:14])=O)[CH3:7])[CH3:2].CCN=C=NCCCN(C)C.Cl.[NH2:32][C:33]1[CH:55]=[CH:54][C:53]([N:56]2[CH2:61][CH2:60][CH2:59][CH2:58][CH2:57]2)=[CH:52][C:34]=1[C:35]([NH:37][C:38]1[N:43]=[CH:42][C:41]([C:44]2[CH:49]=[CH:48][C:47]([CH3:50])=[C:46]([CH3:51])[CH:45]=2)=[CH:40][N:39]=1)=[O:36]. The catalyst is ClCCl.CN(C)C1C=CN=CC=1. The product is [CH2:18]([N:3]([CH2:1][CH3:2])[CH2:4][CH2:5][N:6]([CH2:8][C:9]1[CH:10]=[C:11]([CH:15]=[CH:16][CH:17]=1)[C:12]([NH:32][C:33]1[CH:55]=[CH:54][C:53]([N:56]2[CH2:61][CH2:60][CH2:59][CH2:58][CH2:57]2)=[CH:52][C:34]=1[C:35]([NH:37][C:38]1[N:43]=[CH:42][C:41]([C:44]2[CH:49]=[CH:48][C:47]([CH3:50])=[C:46]([CH3:51])[CH:45]=2)=[CH:40][N:39]=1)=[O:36])=[O:14])[CH3:7])[CH3:19]. The yield is 0.620. (6) The reactants are [OH:1][C:2]1[CH:3]=[C:4]([NH:8][C:9](=[O:11])[CH3:10])[CH:5]=[CH:6][CH:7]=1.C(NC1C=C(OC(=O)C)C=CC=1)=O.[CH3:25][C:26](=[CH2:30])[CH2:27][CH2:28]O.CCOC(/N=N/C(OCC)=O)=O.C1C=CC(P(C2C=CC=CC=2)C2C=CC=CC=2)=CC=1. The catalyst is C1C=CC=CC=1.O. The product is [CH3:30][C:26](=[CH2:25])[CH2:27][CH2:28][O:1][C:2]1[CH:3]=[C:4]([NH:8][C:9](=[O:11])[CH3:10])[CH:5]=[CH:6][CH:7]=1. The yield is 0.520. (7) The reactants are [C:1]([OH:8])(=[O:7])/[CH:2]=[CH:3]\[C:4]([OH:6])=[O:5].[CH3:9][N:10]([CH2:12][C@@H:13]1[CH2:18][CH2:17][CH2:16][CH2:15][C@H:14]1[C:19]1[CH:20]=[C:21]([OH:25])[CH:22]=[CH:23][CH:24]=1)[CH3:11]. The catalyst is C(OCC)(=O)C. The product is [C:1]([OH:8])(=[O:7])/[CH:2]=[CH:3]\[C:4]([OH:6])=[O:5].[CH3:11][N:10]([CH2:12][C@@H:13]1[CH2:18][CH2:17][CH2:16][CH2:15][C@H:14]1[C:19]1[CH:20]=[C:21]([OH:25])[CH:22]=[CH:23][CH:24]=1)[CH3:9]. The yield is 0.977.